Dataset: Peptide-MHC class II binding affinity with 134,281 pairs from IEDB. Task: Regression. Given a peptide amino acid sequence and an MHC pseudo amino acid sequence, predict their binding affinity value. This is MHC class II binding data. (1) The peptide sequence is AAYLATRGLDVVDAV. The MHC is DRB1_1302 with pseudo-sequence DRB1_1302. The binding affinity (normalized) is 0.704. (2) The peptide sequence is KLIEKINAGFKAALAAAAGV. The MHC is HLA-DQA10301-DQB10302 with pseudo-sequence HLA-DQA10301-DQB10302. The binding affinity (normalized) is 0.363. (3) The peptide sequence is RTEQKDFDGRSEFAY. The MHC is DRB3_0202 with pseudo-sequence DRB3_0202. The binding affinity (normalized) is 0. (4) The peptide sequence is MMGMFNMLSTVLGVS. The MHC is DRB1_0101 with pseudo-sequence DRB1_0101. The binding affinity (normalized) is 0.918. (5) The peptide sequence is AAATAGTTVYGAFAQ. The MHC is HLA-DPA10103-DPB10401 with pseudo-sequence HLA-DPA10103-DPB10401. The binding affinity (normalized) is 0. (6) The peptide sequence is FATCFLIPLTSQFFLP. The MHC is DRB1_0301 with pseudo-sequence DRB1_0301. The binding affinity (normalized) is 0. (7) The peptide sequence is GDVFVIREPFISCSH. The MHC is DRB1_1101 with pseudo-sequence DRB1_1101. The binding affinity (normalized) is 0.792.